This data is from Full USPTO retrosynthesis dataset with 1.9M reactions from patents (1976-2016). The task is: Predict the reactants needed to synthesize the given product. Given the product [CH:14]1([C:12](=[O:13])[CH2:11][CH:20]2[O:5][CH2:1][CH2:2][CH2:3][O:4]2)[CH2:15][CH2:16]1, predict the reactants needed to synthesize it. The reactants are: [CH2:1]([OH:5])[CH2:2][CH2:3][OH:4].S(=O)(=O)(O)O.[CH3:11][C:12]([C:14]1(C=O)[CH2:16][CH2:15]1)=[O:13].[Na].[C:20](=O)([O-])O.[Na+].